Dataset: Reaction yield outcomes from USPTO patents with 853,638 reactions. Task: Predict the reaction yield, written as a fraction of the theoretical maximum amount of product (1.0 means a 100% yield; for example, 0.34 means a 34% yield). (1) The reactants are [Cl:1][C:2]1[C:7]([I:8])=[CH:6][N:5]=[C:4](N)[CH:3]=1.[C:10](O)(C(F)(F)F)=[O:11].N(OC(C)(C)C)=O. The catalyst is CO. The yield is 0.920. The product is [Cl:1][C:2]1[C:7]([I:8])=[CH:6][N:5]=[C:4]([O:11][CH3:10])[CH:3]=1. (2) The reactants are [N:1]1[CH:6]=[CH:5][C:4]([C:7]2[CH:8]=[C:9]([C:13]3[O:14][C:15]4[C:21]([C:22]([NH2:24])=[O:23])=[CH:20][CH:19]=[CH:18][C:16]=4[N:17]=3)[CH:10]=[CH:11][CH:12]=2)=[CH:3][CH:2]=1.[H][H].Cl. The catalyst is CO.O.[Pt](=O)=O. The product is [NH:1]1[CH2:6][CH2:5][CH:4]([C:7]2[CH:8]=[C:9]([C:13]3[O:14][C:15]4[C:21]([C:22]([NH2:24])=[O:23])=[CH:20][CH:19]=[CH:18][C:16]=4[N:17]=3)[CH:10]=[CH:11][CH:12]=2)[CH2:3][CH2:2]1. The yield is 0.210.